From a dataset of Reaction yield outcomes from USPTO patents with 853,638 reactions. Predict the reaction yield, written as a fraction of the theoretical maximum amount of product (1.0 means a 100% yield; for example, 0.34 means a 34% yield). (1) The reactants are [OH:1][CH2:2][C@@H:3]([NH:11][C:12](=[O:18])[O:13][C:14]([CH3:17])([CH3:16])[CH3:15])[CH2:4][C@H:5]1[CH2:10][CH2:9][CH2:8][O:7][CH2:6]1.N1C=CC=CC=1.[S:25](Cl)([C:28]1[CH:34]=[CH:33][C:31]([CH3:32])=[CH:30][CH:29]=1)(=[O:27])=[O:26]. The catalyst is C(Cl)Cl.CCOC(C)=O. The product is [CH3:32][C:31]1[CH:33]=[CH:34][C:28]([S:25]([O:1][CH2:2][C@@H:3]([NH:11][C:12]([O:13][C:14]([CH3:15])([CH3:17])[CH3:16])=[O:18])[CH2:4][C@H:5]2[CH2:10][CH2:9][CH2:8][O:7][CH2:6]2)(=[O:27])=[O:26])=[CH:29][CH:30]=1. The yield is 0.750. (2) The reactants are [C:1]1(=[O:8])[CH2:6][CH2:5][CH2:4][C:3](=[O:7])[CH2:2]1.CO[CH:11](OC)[N:12]([CH3:14])[CH3:13]. No catalyst specified. The product is [CH3:11][N:12]([CH:14]=[C:2]1[C:3](=[O:7])[CH2:4][CH2:5][CH2:6][C:1]1=[O:8])[CH3:13]. The yield is 0.990. (3) The reactants are C([O:4][CH2:5][C:6]1[CH:15]=[C:14]([C:16]2[CH2:20][C:19]([C:25]3[CH:30]=[C:29]([Cl:31])[CH:28]=[C:27]([Cl:32])[CH:26]=3)([C:21]([F:24])([F:23])[F:22])[O:18][N:17]=2)[CH:13]=[CH:12][C:7]=1[C:8]([O:10]C)=O)(=O)C.C[O-].[Na+]. The catalyst is CO. The product is [Cl:32][C:27]1[CH:26]=[C:25]([C:19]2([C:21]([F:24])([F:23])[F:22])[O:18][N:17]=[C:16]([C:14]3[CH:13]=[CH:12][C:7]4[C:8](=[O:10])[O:4][CH2:5][C:6]=4[CH:15]=3)[CH2:20]2)[CH:30]=[C:29]([Cl:31])[CH:28]=1. The yield is 0.190. (4) The reactants are C([O:8][C:9]1[CH:14]=[C:13]([O:15]CC2C=CC=CC=2)[C:12]([CH:23]([CH3:25])[CH3:24])=[CH:11][C:10]=1[C:26]1[N:27]([C:32]2[CH:33]=[C:34]3[C:38](=[CH:39][CH:40]=2)[CH2:37][C:36]2([O:44][CH2:43][CH2:42][O:41]2)[CH2:35]3)[C:28]([OH:31])=[N:29][N:30]=1)C1C=CC=CC=1. The catalyst is CCOC(C)=O.CCCCCC.[Pd]. The product is [CH2:37]1[C:38]2[C:34](=[CH:33][C:32]([N:27]3[C:28]([OH:31])=[N:29][N:30]=[C:26]3[C:10]3[CH:11]=[C:12]([CH:23]([CH3:25])[CH3:24])[C:13]([OH:15])=[CH:14][C:9]=3[OH:8])=[CH:40][CH:39]=2)[CH2:35][C:36]21[O:41][CH2:42][CH2:43][O:44]2. The yield is 0.970. (5) The reactants are O[N:2]1C(=O)CCC1=O.C1(N=C=NC2CCCCC2)CCCCC1.[CH3:24][C:25]1([CH3:39])[CH2:30][C:29]([CH3:32])([CH3:31])[CH2:28][C:27]([CH2:35][C:36](O)=[O:37])([CH:33]=[CH2:34])[CH2:26]1.[NH4+].[OH-]. The catalyst is C1COCC1. The product is [CH3:24][C:25]1([CH3:39])[CH2:30][C:29]([CH3:32])([CH3:31])[CH2:28][C:27]([CH2:35][C:36]([NH2:2])=[O:37])([CH:33]=[CH2:34])[CH2:26]1. The yield is 0.760. (6) The reactants are Cl[C:2]([N:4]1[CH2:9][CH2:8][N:7]([C:10]([O:12][C:13]([CH3:16])([CH3:15])[CH3:14])=[O:11])[CH2:6][CH2:5]1)=[O:3].[Cl:17][C:18]1[CH:23]=[CH:22][C:21]([NH:24][CH2:25][CH2:26][N:27]([CH2:30][CH3:31])[CH2:28][CH3:29])=[CH:20][CH:19]=1.C(N(CC)C(C)C)(C)C. The catalyst is C(Cl)Cl. The product is [Cl:17][C:18]1[CH:19]=[CH:20][C:21]([N:24]([CH2:25][CH2:26][N:27]([CH2:30][CH3:31])[CH2:28][CH3:29])[C:2]([N:4]2[CH2:9][CH2:8][N:7]([C:10]([O:12][C:13]([CH3:16])([CH3:15])[CH3:14])=[O:11])[CH2:6][CH2:5]2)=[O:3])=[CH:22][CH:23]=1. The yield is 0.180. (7) The reactants are [C:1]([C:5]1[NH:6][C:7]2[C:12]([CH:13]=1)=[CH:11][CH:10]=[C:9]([N+:14]([O-])=O)[CH:8]=2)([CH3:4])([CH3:3])[CH3:2]. The catalyst is CO.[Ni]. The product is [C:1]([C:5]1[NH:6][C:7]2[C:12]([CH:13]=1)=[CH:11][CH:10]=[C:9]([NH2:14])[CH:8]=2)([CH3:4])([CH3:2])[CH3:3]. The yield is 0.890. (8) The reactants are Cl.Cl[CH2:3][CH2:4][CH2:5][N:6]([CH3:8])[CH3:7].C(=O)([O-])[O-].[Cs+].[Cs+].[Cl:15][C:16]1[CH:21]=[CH:20][C:19]([C:22]2[N:27]=[C:26]([C:28]([O:30][CH2:31][CH3:32])=[O:29])[CH:25]=[CH:24][C:23]=2[C:33]2[C:38]([O:39][CH3:40])=[CH:37][CH:36]=[CH:35][C:34]=2[O:41][CH3:42])=[CH:18][C:17]=1[OH:43].C(O)(=O)CC(CC(O)=O)(C(O)=O)O. The catalyst is CN(C=O)C. The product is [Cl:15][C:16]1[CH:21]=[CH:20][C:19]([C:22]2[N:27]=[C:26]([C:28]([O:30][CH2:31][CH3:32])=[O:29])[CH:25]=[CH:24][C:23]=2[C:33]2[C:38]([O:39][CH3:40])=[CH:37][CH:36]=[CH:35][C:34]=2[O:41][CH3:42])=[CH:18][C:17]=1[O:43][CH2:3][CH2:4][CH2:5][N:6]([CH3:8])[CH3:7]. The yield is 0.910. (9) The reactants are Cl.Cl.[C:3]1([CH2:9][N:10]2[CH2:15][CH2:14][CH:13]([NH:16][CH2:17][CH3:18])[CH2:12][CH2:11]2)[CH:8]=[CH:7][CH:6]=[CH:5][CH:4]=1.CCN(C(C)C)C(C)C.[CH3:28][S:29]([C:32]1[CH:37]=[CH:36][C:35]([CH2:38][C:39]([OH:41])=O)=[CH:34][CH:33]=1)(=[O:31])=[O:30].C1(N=C=NC2CCCCC2)CCCCC1. The catalyst is C(Cl)Cl.CN(C)C1C=CN=CC=1. The product is [C:3]1([CH2:9][N:10]2[CH2:15][CH2:14][CH:13]([N:16]([CH2:17][CH3:18])[C:39](=[O:41])[CH2:38][C:35]3[CH:34]=[CH:33][C:32]([S:29]([CH3:28])(=[O:30])=[O:31])=[CH:37][CH:36]=3)[CH2:12][CH2:11]2)[CH:4]=[CH:5][CH:6]=[CH:7][CH:8]=1. The yield is 0.760. (10) The reactants are I[C:2]1[C:10]2[C:5](=[N:6][CH:7]=[C:8]([N+:12]([O-:14])=[O:13])[C:9]=2[CH3:11])[N:4]([CH3:15])[CH:3]=1.CC1(C)C(C)(C)OB([C:24]2[CH2:29][CH2:28][N:27]([C:30]([O:32][C:33]([CH3:36])([CH3:35])[CH3:34])=[O:31])[CH2:26][CH:25]=2)O1.C(=O)([O-])[O-].[K+].[K+].C1(P(C2C=CC=CC=2)C2C=CC=CC=2)C=CC=CC=1. The catalyst is [Pd].C([O-])(=O)C.[Pd+2].C([O-])(=O)C.O.C(O)C.C(COC)OC. The product is [CH3:15][N:4]1[C:5]2=[N:6][CH:7]=[C:8]([N+:12]([O-:14])=[O:13])[C:9]([CH3:11])=[C:10]2[C:2]([C:24]2[CH2:29][CH2:28][N:27]([C:30]([O:32][C:33]([CH3:36])([CH3:35])[CH3:34])=[O:31])[CH2:26][CH:25]=2)=[CH:3]1. The yield is 0.880.